From a dataset of Catalyst prediction with 721,799 reactions and 888 catalyst types from USPTO. Predict which catalyst facilitates the given reaction. (1) Reactant: [CH3:1][C:2]([CH3:28])([CH3:27])[C@H:3]([NH:7][C:8]([C:10]1[N:11]=[C:12]([C:21]2[CH:26]=[CH:25][CH:24]=[CH:23][CH:22]=2)[N:13]2[CH2:19][CH2:18][CH2:17][N:16]([CH3:20])[CH2:15][C:14]=12)=[O:9])[C:4](O)=[O:5].[CH:29]([NH2:32])([CH3:31])[CH3:30].CN(C(ON1N=NC2C=CC=CC1=2)=[N+](C)C)C.[B-](F)(F)(F)F. Product: [CH:29]([NH:32][C:4](=[O:5])[C@@H:3]([NH:7][C:8]([C:10]1[N:11]=[C:12]([C:21]2[CH:22]=[CH:23][CH:24]=[CH:25][CH:26]=2)[N:13]2[CH2:19][CH2:18][CH2:17][N:16]([CH3:20])[CH2:15][C:14]=12)=[O:9])[C:2]([CH3:27])([CH3:28])[CH3:1])([CH3:31])[CH3:30]. The catalyst class is: 3. (2) Reactant: [N:1]12[CH2:8][CH2:7][CH:4]([CH2:5][CH2:6]1)[CH:3]([NH:9][C:10]([C:12]1[CH:13]=[CH:14][CH:15]=[C:16]3[O:20][C:19]([C:21]4[CH:26]=[CH:25][C:24](I)=[CH:23][CH:22]=4)=[N:18][C:17]=13)=[O:11])[CH2:2]2.[NH2:28][C:29]1[CH:34]=[CH:33][CH:32]=[CH:31][CH:30]=1.C1C=CC(P(C2C(C3C(P(C4C=CC=CC=4)C4C=CC=CC=4)=CC=C4C=3C=CC=C4)=C3C(C=CC=C3)=CC=2)C2C=CC=CC=2)=CC=1.C(=O)([O-])[O-].[Cs+].[Cs+]. Product: [N:1]12[CH2:8][CH2:7][CH:4]([CH2:5][CH2:6]1)[CH:3]([NH:9][C:10]([C:12]1[CH:13]=[CH:14][CH:15]=[C:16]3[O:20][C:19]([C:21]4[CH:26]=[CH:25][C:24]([NH:28][C:29]5[CH:34]=[CH:33][CH:32]=[CH:31][CH:30]=5)=[CH:23][CH:22]=4)=[N:18][C:17]=13)=[O:11])[CH2:2]2. The catalyst class is: 487. (3) Reactant: [Cl:1][C:2]1[CH:3]=[C:4]([NH:9][C:10]([N:12]2[CH2:17][CH2:16][N:15]([CH2:18][C@@H:19]3[O:24][CH2:23][CH2:22][NH:21][CH2:20]3)[CH2:14][CH2:13]2)=[O:11])[CH:5]=[CH:6][C:7]=1[Cl:8].[O-]S([O-])(=O)=O.[Mg+2].[CH:31]1(C([CH:31]2[CH2:34][CH2:33][CH2:32]2)=O)[CH2:34][CH2:33][CH2:32]1.C(N(CC)C(C)C)(C)C.[BH-](OC(C)=O)(OC(C)=O)OC(C)=O.[Na+]. Product: [CH:31]1([N:21]2[CH2:22][CH2:23][O:24][C@@H:19]([CH2:18][N:15]3[CH2:16][CH2:17][N:12]([C:10]([NH:9][C:4]4[CH:5]=[CH:6][C:7]([Cl:8])=[C:2]([Cl:1])[CH:3]=4)=[O:11])[CH2:13][CH2:14]3)[CH2:20]2)[CH2:34][CH2:33][CH2:32]1. The catalyst class is: 1. (4) Product: [CH3:1][O:2][C:3]1[CH:8]=[C:7]([N+:9]([O-:11])=[O:10])[CH:6]=[CH:5][C:4]=1[N:12]1[CH2:16][CH2:15][C@@H:14]([O:17][Si:19]([CH:26]([CH3:28])[CH3:27])([CH:23]([CH3:25])[CH3:24])[CH:20]([CH3:22])[CH3:21])[CH2:13]1. Reactant: [CH3:1][O:2][C:3]1[CH:8]=[C:7]([N+:9]([O-:11])=[O:10])[CH:6]=[CH:5][C:4]=1[N:12]1[CH2:16][CH2:15][C@@H:14]([OH:17])[CH2:13]1.Cl[Si:19]([CH:26]([CH3:28])[CH3:27])([CH:23]([CH3:25])[CH3:24])[CH:20]([CH3:22])[CH3:21]. The catalyst class is: 17. (5) Reactant: [C:1]([O:5][C:6]([N:8]([C:43]([O:45][C:46]([CH3:49])([CH3:48])[CH3:47])=[O:44])[C:9]1[C:10]([C:22]2[O:26][N:25]=[C:24]([C:27]3[CH:32]=[CH:31][C:30]([CH2:33][N:34]([CH3:42])[C:35](=[O:41])[O:36][C:37]([CH3:40])([CH3:39])[CH3:38])=[CH:29][CH:28]=3)[CH:23]=2)=[N:11][C:12]([C:15]2[CH:20]=[CH:19][C:18](=[O:21])[NH:17][CH:16]=2)=[CH:13][N:14]=1)=[O:7])([CH3:4])([CH3:3])[CH3:2].CC(OC(/N=N/C(OC(C)C)=O)=O)C.C(P(CCCC)CCCC)CCC.[CH3:77][CH:78]1[CH2:82][CH2:81][CH:80](O)[CH2:79]1. Product: [C:46]([O:45][C:43]([N:8]([C:6]([O:5][C:1]([CH3:2])([CH3:3])[CH3:4])=[O:7])[C:9]1[C:10]([C:22]2[O:26][N:25]=[C:24]([C:27]3[CH:28]=[CH:29][C:30]([CH2:33][N:34]([CH3:42])[C:35](=[O:41])[O:36][C:37]([CH3:38])([CH3:39])[CH3:40])=[CH:31][CH:32]=3)[CH:23]=2)=[N:11][C:12]([C:15]2[CH:20]=[CH:19][C:18](=[O:21])[N:17]([CH:80]3[CH2:81][CH2:82][CH:78]([CH3:77])[CH2:79]3)[CH:16]=2)=[CH:13][N:14]=1)=[O:44])([CH3:49])([CH3:48])[CH3:47]. The catalyst class is: 22. (6) The catalyst class is: 1. Product: [CH3:1][O:2][C:3]1[C:4]([C:5](=[O:7])[S:18][C:13]2[CH:14]=[CH:15][CH:16]=[CH:17][N:12]=2)=[CH:8][CH:9]=[CH:10][N:11]=1. Reactant: [CH3:1][O:2][C:3]1[N:11]=[CH:10][CH:9]=[CH:8][C:4]=1[C:5]([OH:7])=O.[N:12]1[CH:17]=[CH:16][CH:15]=[CH:14][C:13]=1[S:18][S:18][C:13]1[CH:14]=[CH:15][CH:16]=[CH:17][N:12]=1.C1(P(C2C=CC=CC=2)C2C=CC=CC=2)C=CC=CC=1. (7) Reactant: [CH3:1][N:2]([CH2:18][C@:19]1([CH3:30])[O:23][C:22]2=[N:24][C:25]([N+:27]([O-:29])=[O:28])=[CH:26][N:21]2[CH2:20]1)[CH2:3][CH2:4][N:5]1[CH2:10][CH2:9][N:8]([C:11](OC(C)(C)C)=O)[CH2:7][CH2:6]1.FC(F)(F)C(O)=O.[F:38][C:39]([F:49])([F:48])[C:40]1[CH:47]=[CH:46][C:43](C=O)=[CH:42][CH:41]=1.[B-]C#N.[Na+].C(=O)([O-])O.[Na+]. Product: [CH3:1][N:2]([CH2:3][CH2:4][N:5]1[CH2:10][CH2:9][N:8]([CH2:11][C:43]2[CH:46]=[CH:47][C:40]([C:39]([F:49])([F:48])[F:38])=[CH:41][CH:42]=2)[CH2:7][CH2:6]1)[CH2:18][C@:19]1([CH3:30])[O:23][C:22]2=[N:24][C:25]([N+:27]([O-:29])=[O:28])=[CH:26][N:21]2[CH2:20]1. The catalyst class is: 322.